Dataset: Catalyst prediction with 721,799 reactions and 888 catalyst types from USPTO. Task: Predict which catalyst facilitates the given reaction. (1) Reactant: [H-].[Na+].[C:3]1(/[CH:9]=[CH:10]/[C:11]([NH:13][C:14]2[CH:19]=[CH:18][C:17]([O:20][C:21](=[O:30])/[CH:22]=[CH:23]/[C:24]3[CH:29]=[CH:28][CH:27]=[CH:26][CH:25]=3)=[CH:16][CH:15]=2)=[O:12])[CH:8]=[CH:7][CH:6]=[CH:5][CH:4]=1.Br[CH2:32][C:33]([O:35][CH3:36])=[O:34]. The catalyst class is: 56. Product: [CH3:36][O:35][C:33]([CH2:32][N:13]([C:11](=[O:12])/[CH:10]=[CH:9]/[C:3]1[CH:4]=[CH:5][CH:6]=[CH:7][CH:8]=1)[C:14]1[CH:19]=[CH:18][C:17]([O:20][C:21](=[O:30])/[CH:22]=[CH:23]/[C:24]2[CH:25]=[CH:26][CH:27]=[CH:28][CH:29]=2)=[CH:16][CH:15]=1)=[O:34]. (2) Reactant: Br[C:2]1[CH:11]=[C:10]([CH3:12])[C:5]2[C:6](=[O:9])[O:7][CH2:8][C:4]=2[CH:3]=1.C([Sn](CCCC)(CCCC)CCCC)C=C.[Cl-].[Li+].C1(C)C=CC=CC=1.[CH3:38][CH2:39][O:40]C(C)=O. Product: [CH3:12][C:10]1[C:5]2[C:6](=[O:9])[O:7][CH2:8][C:4]=2[CH:3]=[C:2]([CH2:38][CH:39]=[O:40])[CH:11]=1. The catalyst class is: 73. (3) Reactant: [Cl:1][C:2]1[CH:7]=[CH:6][CH:5]=[CH:4][C:3]=1[CH:8]1[CH2:19][C:18]2[N:17]([CH2:20][CH2:21][O:22][CH2:23][CH2:24][O:25][CH2:26][CH3:27])[C:16]([CH:28]=[O:29])=[CH:15][C:14]=2[CH:13]2[CH:9]1[C:10](=[O:31])[NH:11][C:12]2=[O:30]. Product: [Cl:1][C:2]1[CH:7]=[CH:6][CH:5]=[CH:4][C:3]=1[C:8]1[CH:19]=[C:18]2[C:14]([CH:15]=[C:16]([CH:28]=[O:29])[N:17]2[CH2:20][CH2:21][O:22][CH2:23][CH2:24][O:25][CH2:26][CH3:27])=[C:13]2[C:9]=1[C:10](=[O:31])[NH:11][C:12]2=[O:30]. The catalyst class is: 697. (4) Reactant: [NH2:1][C:2]1[CH:7]=[CH:6][CH:5]=[CH:4][C:3]=1[C:8]1([OH:12])[CH2:11][CH2:10][CH2:9]1.[Cl:13][C:14]1[N:19]=[C:18](Cl)[C:17]([Cl:21])=[CH:16][N:15]=1.C(N(CC)C(C)C)(C)C. Product: [Cl:13][C:14]1[N:19]=[C:18]([NH:1][C:2]2[CH:7]=[CH:6][CH:5]=[CH:4][C:3]=2[C:8]2([OH:12])[CH2:11][CH2:10][CH2:9]2)[C:17]([Cl:21])=[CH:16][N:15]=1. The catalyst class is: 41. (5) Reactant: [CH:1]1[C:13]2[CH:12]([CH2:14][O:15][C:16](=[O:29])[NH:17][CH2:18][CH:19]([OH:28])[CH:20]([OH:27])[CH:21]([OH:26])[CH:22]([OH:25])[CH2:23][OH:24])[C:11]3[C:6](=[CH:7][CH:8]=[CH:9][CH:10]=3)[C:5]=2[CH:4]=[CH:3][CH:2]=1.[CH3:30][O:31][C:32]1[CH:53]=[CH:52][C:35]([C:36](Cl)([C:45]2[CH:50]=[CH:49][CH:48]=[CH:47][CH:46]=2)[C:37]2[CH:42]=[CH:41][C:40]([O:43][CH3:44])=[CH:39][CH:38]=2)=[CH:34][CH:33]=1.CN(C1C=CC=CN=1)C. Product: [CH:1]1[C:13]2[CH:12]([CH2:14][O:15][C:16](=[O:29])[NH:17][CH2:18][CH:19]([OH:28])[CH:20]([OH:27])[CH:21]([OH:26])[CH:22]([OH:25])[CH2:23][O:24][C:36]([C:35]3[CH:52]=[CH:53][C:32]([O:31][CH3:30])=[CH:33][CH:34]=3)([C:37]3[CH:42]=[CH:41][C:40]([O:43][CH3:44])=[CH:39][CH:38]=3)[C:45]3[CH:46]=[CH:47][CH:48]=[CH:49][CH:50]=3)[C:11]3[C:6](=[CH:7][CH:8]=[CH:9][CH:10]=3)[C:5]=2[CH:4]=[CH:3][CH:2]=1. The catalyst class is: 17.